From a dataset of Forward reaction prediction with 1.9M reactions from USPTO patents (1976-2016). Predict the product of the given reaction. (1) Given the reactants [NH:1]1[C:10]2[C:5](=[CH:6][CH:7]=[CH:8][CH:9]=2)[NH:4][CH2:3][C:2]1=[O:11].[N:12]([O-])=[O:13].[Na+], predict the reaction product. The product is: [N:12]([N:4]1[C:5]2[C:10](=[CH:9][CH:8]=[CH:7][CH:6]=2)[NH:1][C:2](=[O:11])[CH2:3]1)=[O:13]. (2) Given the reactants [F:1][CH:2]([F:36])[O:3][C:4]1[CH:35]=[CH:34][CH:33]=[CH:32][C:5]=1[CH2:6][C:7]1[N:11]2[CH:12]=[C:13]([C:16]3[CH:17]=[N:18][C:19]([N:22]4[CH2:27][CH2:26][CH:25]([C:28]([OH:30])=O)[CH2:24][CH2:23]4)=[N:20][CH:21]=3)[CH:14]=[CH:15][C:10]2=[N:9][C:8]=1[CH3:31].Cl.[CH3:38][O:39][NH2:40].Cl.C(N=C=NCCCN(C)C)C.CCN(C(C)C)C(C)C, predict the reaction product. The product is: [F:1][CH:2]([F:36])[O:3][C:4]1[CH:35]=[CH:34][CH:33]=[CH:32][C:5]=1[CH2:6][C:7]1[N:11]2[CH:12]=[C:13]([C:16]3[CH:17]=[N:18][C:19]([N:22]4[CH2:23][CH2:24][CH:25]([C:28]([NH:40][O:39][CH3:38])=[O:30])[CH2:26][CH2:27]4)=[N:20][CH:21]=3)[CH:14]=[CH:15][C:10]2=[N:9][C:8]=1[CH3:31].